The task is: Predict the product of the given reaction.. This data is from Forward reaction prediction with 1.9M reactions from USPTO patents (1976-2016). (1) Given the reactants [CH2:1]1[CH:5]2[CH2:6][NH:7][CH2:8][CH:4]2[CH2:3][N:2]1[C:9]1[CH:18]=[N:17][C:16]2[C:11](=[CH:12][CH:13]=[CH:14][CH:15]=2)[N:10]=1.[N:19]1([C:24]2[CH:32]=[CH:31][CH:30]=[CH:29][C:25]=2[C:26](O)=[O:27])[CH:23]=[CH:22][CH:21]=[CH:20]1, predict the reaction product. The product is: [N:19]1([C:24]2[CH:32]=[CH:31][CH:30]=[CH:29][C:25]=2[C:26]([N:7]2[CH2:6][CH:5]3[CH2:1][N:2]([C:9]4[CH:18]=[N:17][C:16]5[C:11](=[CH:12][CH:13]=[CH:14][CH:15]=5)[N:10]=4)[CH2:3][CH:4]3[CH2:8]2)=[O:27])[CH:23]=[CH:22][CH:21]=[CH:20]1. (2) Given the reactants [F:1][C:2]1[C:3]([NH2:8])=[N:4][CH:5]=[CH:6][CH:7]=1.Cl[CH:10]([C:14](=[O:16])C)[C:11](=O)[CH3:12].C([O-])([O-])=O.[K+].[K+].Cl.[CH:24]1[CH:25]=[CH:26][C:27]2[N:32](O)N=[N:30][C:28]=2[CH:29]=1.[CH3:34][CH2:35][N:36]=[C:37]=[N:38][CH2:39][CH2:40][CH2:41][N:42](C)C.C(N(C(C)C)[CH:48]([CH3:50])[CH3:49])C.NO[CH:56]1CCCCO1, predict the reaction product. The product is: [NH2:32][C:27]1[CH:26]=[CH:25][CH:24]=[CH:29][C:28]=1[NH:30][C:14](=[O:16])[C:10]1[CH:11]=[CH:12][C:35]([NH:36][C:37]2[N:38]=[C:39]([C:49]3[N:4]4[CH:5]=[CH:6][CH:7]=[C:2]([F:1])[C:3]4=[N:8][C:48]=3[CH3:50])[CH:40]=[CH:41][N:42]=2)=[CH:34][CH:56]=1. (3) Given the reactants N(C(OC(C)(C)C)=O)[C@H](C(O)=O)[CH2:3][C:4]1[CH:9]=[CH:8][CH:7]=[CH:6][CH:5]=1.N(C([O:34][CH2:35][C:36]1[CH:41]=[CH:40][CH:39]=[CH:38][CH:37]=1)=O)[C@H](C(O)=O)CC1C=CC=CC=1.COC1C=CC(C[Mg]Cl)=CC=1, predict the reaction product. The product is: [CH2:35]([O:34][CH2:3][C:4]1[CH:5]=[CH:6][CH:7]=[CH:8][CH:9]=1)[C:36]1[CH:41]=[CH:40][CH:39]=[CH:38][CH:37]=1. (4) Given the reactants [NH3:1].[C:2]([Si:6]([CH3:29])([CH3:28])[O:7][C:8]1[C:9]([O:26][CH3:27])=[C:10]([C:16]([C:18]2[C:19](Cl)=[N:20][C:21]([Cl:24])=[N:22][CH:23]=2)=[O:17])[C:11]([F:15])=[C:12]([F:14])[CH:13]=1)([CH3:5])([CH3:4])[CH3:3], predict the reaction product. The product is: [NH2:1][C:19]1[C:18]([C:16]([C:10]2[C:11]([F:15])=[C:12]([F:14])[CH:13]=[C:8]([O:7][Si:6]([C:2]([CH3:3])([CH3:5])[CH3:4])([CH3:28])[CH3:29])[C:9]=2[O:26][CH3:27])=[O:17])=[CH:23][N:22]=[C:21]([Cl:24])[N:20]=1. (5) Given the reactants [H-].[Al+3].[Li+].[H-].[H-].[H-].[CH2:7]([N:14]1[CH2:19][CH2:18][CH:17]([NH:20][C:21](=O)[C:22]2[CH:27]=[CH:26][C:25]([F:28])=[CH:24][C:23]=2[N+:29]([O-])=O)[CH2:16][CH2:15]1)[C:8]1[CH:13]=[CH:12][CH:11]=[CH:10][CH:9]=1, predict the reaction product. The product is: [NH2:29][C:23]1[CH:24]=[C:25]([F:28])[CH:26]=[CH:27][C:22]=1[CH2:21][NH:20][CH:17]1[CH2:18][CH2:19][N:14]([CH2:7][C:8]2[CH:13]=[CH:12][CH:11]=[CH:10][CH:9]=2)[CH2:15][CH2:16]1. (6) Given the reactants [CH2:1]([C:5]1[N:6]=[C:7]([C:22]2[CH:27]=[CH:26][C:25]([C:28]([F:31])([F:30])[F:29])=[CH:24][CH:23]=2)[S:8][C:9]=1[CH2:10][O:11][C:12]1[CH:19]=[CH:18][C:15]([C:16]#[N:17])=[C:14]([S:20][CH3:21])[CH:13]=1)[CH2:2][CH2:3][CH3:4].ClC1C=CC=C(C(OO)=[O:40])C=1.[Na], predict the reaction product. The product is: [CH2:1]([C:5]1[N:6]=[C:7]([C:22]2[CH:23]=[CH:24][C:25]([C:28]([F:29])([F:31])[F:30])=[CH:26][CH:27]=2)[S:8][C:9]=1[CH2:10][O:11][C:12]1[CH:19]=[CH:18][C:15]([C:16]#[N:17])=[C:14]([S:20]([CH3:21])=[O:40])[CH:13]=1)[CH2:2][CH2:3][CH3:4].